Dataset: Forward reaction prediction with 1.9M reactions from USPTO patents (1976-2016). Task: Predict the product of the given reaction. Given the reactants [NH2:1][C:2]1[CH:16]=[CH:15][C:5]([CH2:6][NH:7]C(=O)OC(C)(C)C)=[CH:4][CH:3]=1.F[C:18]1[CH:23]=[CH:22][CH:21]=[CH:20][N:19]=1.C(O)(C(F)(F)F)=O, predict the reaction product. The product is: [NH2:7][CH2:6][C:5]1[CH:4]=[CH:3][C:2]([NH:1][C:18]2[CH:23]=[CH:22][CH:21]=[CH:20][N:19]=2)=[CH:16][CH:15]=1.